This data is from Forward reaction prediction with 1.9M reactions from USPTO patents (1976-2016). The task is: Predict the product of the given reaction. (1) Given the reactants C(OC([N:8]1[CH2:13][CH2:12][CH:11]([CH2:14][CH2:15][C:16]([N:18]2[CH2:23][CH2:22][CH2:21][C@@H:20]([C:24]([NH:26][CH2:27][C@H:28]([NH:32][C:33](=[O:44])[C:34]3[CH:39]=[CH:38][C:37]([C:40]([O:42]C)=[O:41])=[CH:36][CH:35]=3)[C:29]([OH:31])=[O:30])=[O:25])[CH2:19]2)=[O:17])[CH2:10][CH2:9]1)=O)(C)(C)C.[SiH3]CC(N)=O.[Li+].[OH-].OS([O-])(=O)=O.[K+], predict the reaction product. The product is: [NH:8]1[CH2:9][CH2:10][CH:11]([CH2:14][CH2:15][C:16]([N:18]2[CH2:23][CH2:22][CH2:21][C@@H:20]([C:24]([NH:26][CH2:27][C@H:28]([NH:32][C:33](=[O:44])[C:34]3[CH:35]=[CH:36][C:37]([C:40]([OH:42])=[O:41])=[CH:38][CH:39]=3)[C:29]([OH:31])=[O:30])=[O:25])[CH2:19]2)=[O:17])[CH2:12][CH2:13]1. (2) Given the reactants [CH:1]([C:4]1[CH:5]=[C:6]2[C:11](=[CH:12][CH:13]=1)[N:10]=[CH:9][CH:8]=[CH:7]2)([CH3:3])[CH3:2].ClC1C=CC=C(C(OO)=[O:22])C=1.C(=O)([O-])O.[Na+], predict the reaction product. The product is: [CH:1]([C:4]1[CH:5]=[C:6]2[C:11](=[CH:12][CH:13]=1)[N+:10]([O-:22])=[CH:9][CH:8]=[CH:7]2)([CH3:3])[CH3:2].